Dataset: Forward reaction prediction with 1.9M reactions from USPTO patents (1976-2016). Task: Predict the product of the given reaction. (1) Given the reactants [OH:1][CH2:2][C@H:3]1[N:8]([C:9]2[CH:14]=[CH:13][CH:12]=[CH:11][CH:10]=2)[C:7](=[O:15])[CH2:6][CH2:5][CH2:4]1.[OH:16][C:17]1[CH:24]=[CH:23][CH:22]=[C:21](O)[C:18]=1[CH:19]=[O:20].C1C=CC(P(C2C=CC=CC=2)C2C=CC=CC=2)=CC=1.CC(OC(/N=N/C(OC(C)C)=O)=O)C, predict the reaction product. The product is: [OH:16][C:17]1[CH:24]=[CH:23][CH:22]=[C:21]([O:1][CH2:2][C@@H:3]2[CH2:4][CH2:5][CH2:6][C:7](=[O:15])[N:8]2[C:9]2[CH:10]=[CH:11][CH:12]=[CH:13][CH:14]=2)[C:18]=1[CH:19]=[O:20]. (2) The product is: [CH3:36][C:33]1[O:32][C:31]([NH:30][C:29]([N:17]2[CH2:16][CH2:15][C:13]3([CH2:14][CH:11]([C:7]4[CH:8]=[CH:9][CH:10]=[C:5]([O:4][C:3]([F:2])([F:20])[F:21])[CH:6]=4)[CH2:12]3)[CH2:19][CH2:18]2)=[O:28])=[N:35][N:34]=1. Given the reactants Cl.[F:2][C:3]([F:21])([F:20])[O:4][C:5]1[CH:6]=[C:7]([CH:11]2[CH2:14][C:13]3([CH2:19][CH2:18][NH:17][CH2:16][CH2:15]3)[CH2:12]2)[CH:8]=[CH:9][CH:10]=1.C1([O:28][C:29](=O)[NH:30][C:31]2[O:32][C:33]([CH3:36])=[N:34][N:35]=2)C=CC=CC=1, predict the reaction product. (3) Given the reactants [Cl:1][C:2]1[CH:3]=[N+:4]([O-])[CH:5]=[C:6]([Cl:26])[C:7]=1[CH2:8][C@@H:9]([C:11]1[CH:16]=[CH:15][C:14]([O:17][CH:18]([F:20])[F:19])=[C:13]([O:21][CH2:22][CH:23]2[CH2:25][CH2:24]2)[CH:12]=1)[OH:10].C(Cl)CCl.[C:32]1([S:38]([CH2:41][CH2:42][C:43](O)=[O:44])(=[O:40])=[O:39])[CH:37]=[CH:36][CH:35]=[CH:34][CH:33]=1, predict the reaction product. The product is: [Cl:1][C:2]1[CH:3]=[N:4][CH:5]=[C:6]([Cl:26])[C:7]=1[CH2:8][C@@H:9]([C:11]1[CH:16]=[CH:15][C:14]([O:17][CH:18]([F:20])[F:19])=[C:13]([O:21][CH2:22][CH:23]2[CH2:25][CH2:24]2)[CH:12]=1)[O:10][C:43](=[O:44])[CH2:42][CH2:41][S:38]([C:32]1[CH:33]=[CH:34][CH:35]=[CH:36][CH:37]=1)(=[O:40])=[O:39]. (4) Given the reactants CC1(C)[O:6][CH:5]([CH2:7][NH:8][C:9](=[O:40])[C:10]2[CH:15]=[C:14]([C:16]3[C:25]4[C:20](=[C:21]([C:26]5[CH:31]=[CH:30][CH:29]=[CH:28][CH:27]=5)[CH:22]=[CH:23][CH:24]=4)[C:19]([NH:32][CH2:33][C:34]4[CH:39]=[CH:38][CH:37]=[CH:36][N:35]=4)=[N:18][N:17]=3)[CH:13]=[N:12][CH:11]=2)[CH2:4][O:3]1.C(O)(C(F)(F)F)=O, predict the reaction product. The product is: [OH:6][CH:5]([CH2:4][OH:3])[CH2:7][NH:8][C:9](=[O:40])[C:10]1[CH:15]=[C:14]([C:16]2[C:25]3[C:20](=[C:21]([C:26]4[CH:31]=[CH:30][CH:29]=[CH:28][CH:27]=4)[CH:22]=[CH:23][CH:24]=3)[C:19]([NH:32][CH2:33][C:34]3[CH:39]=[CH:38][CH:37]=[CH:36][N:35]=3)=[N:18][N:17]=2)[CH:13]=[N:12][CH:11]=1. (5) Given the reactants Br[C:2]1[N:7]=[C:6]([C:8]2[N:17]=[CH:16][C:15]3[CH2:14][CH2:13][CH2:12][CH2:11][C:10]=3[N:9]=2)[CH:5]=[CH:4][CH:3]=1.[Cl-].[Cl:19][C:20]1[CH:25]=[CH:24][C:23]([CH2:26][Zn+])=[CH:22][N:21]=1, predict the reaction product. The product is: [Cl:19][C:20]1[N:21]=[CH:22][C:23]([CH2:26][C:2]2[N:7]=[C:6]([C:8]3[N:17]=[CH:16][C:15]4[CH2:14][CH2:13][CH2:12][CH2:11][C:10]=4[N:9]=3)[CH:5]=[CH:4][CH:3]=2)=[CH:24][CH:25]=1. (6) Given the reactants Br[CH2:2][C:3](=O)[CH2:4][CH2:5][C:6]([O:8][CH3:9])=[O:7].[Br:11][C:12]1[CH:13]=[C:14]([O:22][C:23]2[CH:28]=[CH:27][CH:26]=[CH:25][CH:24]=2)[C:15]([NH:18][C:19]([NH2:21])=[S:20])=[N:16][CH:17]=1.C(N(CC)CC)C, predict the reaction product. The product is: [Br:11][C:12]1[CH:13]=[C:14]([O:22][C:23]2[CH:24]=[CH:25][CH:26]=[CH:27][CH:28]=2)[C:15]([NH:18][C:19]2[S:20][CH:2]=[C:3]([CH2:4][CH2:5][C:6]([O:8][CH3:9])=[O:7])[N:21]=2)=[N:16][CH:17]=1. (7) Given the reactants [NH2:1][CH:2]([C:4]([OH:6])=[O:5])[CH3:3].C(N(CC)CC)C.[Cl-].[C:15](Cl)(=[O:23])[CH2:16][CH2:17][CH2:18][CH2:19][CH2:20][CH2:21][CH3:22], predict the reaction product. The product is: [C:15]([NH:1][CH:2]([CH3:3])[C:4]([OH:6])=[O:5])(=[O:23])[CH2:16][CH2:17][CH2:18][CH2:19][CH2:20][CH2:21][CH3:22]. (8) Given the reactants [CH2:1]([Mg]Br)[CH3:2].[Cl-].[CH:6]([C:9]1[CH:14]=[CH:13][CH:12]=[C:11]([CH:15](C)[CH3:16])C=1[NH+]1CCN(C2[C:9]([CH:6](C)[CH3:7])=[CH:14][CH:13]=[CH:12][C:11]=2[CH:15](C)[CH3:16])C1)(C)[CH3:7].ClC1C=CC=CC=1.C1(C)C=CC([Mg]Br)=CC=1.C(C(C(C([O-])=O)O)O)([O-])=O.[K+].[Na+], predict the reaction product. The product is: [CH3:7][CH2:6][CH2:9][CH2:14][CH2:13][CH2:12][CH2:11][CH2:15][CH2:16][CH2:1][CH3:2]. (9) Given the reactants [Cl:1][C:2]1[CH:7]=[CH:6][C:5]([CH:8]([CH:10]([C:13]#[N:14])[C:11]#[N:12])[CH3:9])=[CH:4][CH:3]=1.[H-].[Na+].Br[CH2:18][CH2:19][F:20], predict the reaction product. The product is: [Cl:1][C:2]1[CH:3]=[CH:4][C:5]([CH:8]([C:10]([CH2:18][CH2:19][F:20])([C:11]#[N:12])[C:13]#[N:14])[CH3:9])=[CH:6][CH:7]=1. (10) The product is: [Br:29][C:10]1[N:9]=[C:8]([N:11]2[CH2:16][CH2:15][N:14]3[C:17]([C:20]([F:23])([F:21])[F:22])=[N:18][N:19]=[C:13]3[CH2:12]2)[N:4]2[CH:5]=[CH:6][N:7]=[C:2]([Cl:1])[C:3]=12. Given the reactants [Cl:1][C:2]1[C:3]2[N:4]([C:8]([N:11]3[CH2:16][CH2:15][N:14]4[C:17]([C:20]([F:23])([F:22])[F:21])=[N:18][N:19]=[C:13]4[CH2:12]3)=[N:9][CH:10]=2)[CH:5]=[CH:6][N:7]=1.CN(C=O)C.[Br:29]N1C(=O)CCC1=O, predict the reaction product.